The task is: Predict the reaction yield, written as a fraction of the theoretical maximum amount of product (1.0 means a 100% yield; for example, 0.34 means a 34% yield).. This data is from Reaction yield outcomes from USPTO patents with 853,638 reactions. (1) The yield is 0.490. The product is [ClH:34].[NH2:7][CH2:8][C:9]1[CH:10]=[CH:11][C:12]([NH:15][C:23]([C:18]2[CH:17]=[CH:22][C:21]([C:33]3[CH:32]=[CH:38][CH:37]=[CH:36][CH:41]=3)=[CH:20][CH:19]=2)=[O:24])=[CH:13][CH:14]=1. The reactants are C(OC(=O)[NH:7][CH2:8][C:9]1[CH:14]=[CH:13][C:12]([NH2:15])=[CH:11][CH:10]=1)(C)(C)C.[C:17]1(C2C=CC=CC=2)[C:18]([C:23](O)=[O:24])=[CH:19][CH:20]=[CH:21][CH:22]=1.[CH2:32](Cl)[CH2:33][Cl:34].[CH:36]1[CH:41]=NC2N(O)N=N[C:38]=2[CH:37]=1. The catalyst is C(N(CC)CC)C. (2) The reactants are C([O:3][C:4](=[O:27])[CH:5]([CH:11]([C:21]1[CH:26]=[CH:25][CH:24]=[CH:23][CH:22]=1)[C:12]1[C:20]2[C:15](=[CH:16][N:17]=[CH:18][CH:19]=2)[NH:14][CH:13]=1)C(OCC)=O)C.[OH-].[Na+]. The catalyst is CO. The product is [C:21]1([CH:11]([C:12]2[C:20]3[C:15](=[CH:16][N:17]=[CH:18][CH:19]=3)[NH:14][CH:13]=2)[CH2:5][C:4]([OH:27])=[O:3])[CH:26]=[CH:25][CH:24]=[CH:23][CH:22]=1. The yield is 0.940. (3) The reactants are C(Cl)(=O)C(Cl)=O.CS(C)=O.[CH:11]([N:24]1[CH2:27][CH:26](O)[CH2:25]1)([C:18]1[CH:23]=[CH:22][CH:21]=[CH:20][CH:19]=1)[C:12]1[CH:17]=[CH:16][CH:15]=[CH:14][CH:13]=1.CCN(CC)CC.C(OP([CH2:44]/[CH:45]=[CH:46]/[C:47]([O:49][CH2:50][CH3:51])=[O:48])(OCC)=O)C.[H-].[Na+]. The catalyst is C(Cl)Cl.O.CCOC(C)=O.CCCCCC. The product is [CH:11]([N:24]1[CH2:27][C:26](=[CH:44]/[CH:45]=[CH:46]/[C:47]([O:49][CH2:50][CH3:51])=[O:48])[CH2:25]1)([C:18]1[CH:23]=[CH:22][CH:21]=[CH:20][CH:19]=1)[C:12]1[CH:17]=[CH:16][CH:15]=[CH:14][CH:13]=1. The yield is 0.990. (4) The reactants are [Cr](Cl)([O-])(=O)=O.[NH+]1C=CC=CC=1.[CH3:12][O:13][C:14]1[C:19]([O:20][CH3:21])=[CH:18][C:17]([CH2:22][OH:23])=[C:16]([CH:24]([CH3:32])[CH2:25][C:26]2[CH:31]=[CH:30][CH:29]=[CH:28][CH:27]=2)[CH:15]=1. The catalyst is C(Cl)Cl.CCOCC. The product is [CH3:12][O:13][C:14]1[C:19]([O:20][CH3:21])=[CH:18][C:17]([CH:22]=[O:23])=[C:16]([CH:24]([CH3:32])[CH2:25][C:26]2[CH:31]=[CH:30][CH:29]=[CH:28][CH:27]=2)[CH:15]=1. The yield is 0.760. (5) The reactants are [OH:1][C:2]([CH3:35])([CH3:34])[CH2:3][C@@:4]1([C:28]2[CH:33]=[CH:32][CH:31]=[CH:30][CH:29]=2)[O:9][C:8](=[O:10])[N:7]([C@H:11]([C:13]2[CH:18]=[CH:17][C:16](B3OC(C)(C)C(C)(C)O3)=[CH:15][CH:14]=2)[CH3:12])[CH2:6][CH2:5]1.Br[C:37]1[CH:46]=[CH:45][C:40]([C:41]([O:43][CH3:44])=[O:42])=[CH:39][N:38]=1. The catalyst is O1CCOCC1.Cl[Pd](Cl)([P](C1C=CC=CC=1)(C1C=CC=CC=1)C1C=CC=CC=1)[P](C1C=CC=CC=1)(C1C=CC=CC=1)C1C=CC=CC=1. The product is [OH:1][C:2]([CH3:35])([CH3:34])[CH2:3][C@@:4]1([C:28]2[CH:29]=[CH:30][CH:31]=[CH:32][CH:33]=2)[O:9][C:8](=[O:10])[N:7]([C@H:11]([C:13]2[CH:18]=[CH:17][C:16]([C:37]3[CH:46]=[CH:45][C:40]([C:41]([O:43][CH3:44])=[O:42])=[CH:39][N:38]=3)=[CH:15][CH:14]=2)[CH3:12])[CH2:6][CH2:5]1. The yield is 0.890. (6) The reactants are [Br:1]Br.[OH:3][CH2:4][C:5]([CH3:10])([CH3:9])[C:6](=[O:8])[CH3:7].C(OCC)(=O)C.O. The yield is 0.440. The product is [Br:1][CH2:7][C:6](=[O:8])[C:5]([CH3:10])([CH3:9])[CH2:4][OH:3]. The catalyst is CO. (7) The reactants are C(OC([NH:11][C:12]1[CH:13]=[C:14]([S:25]([NH2:28])(=[O:27])=[O:26])[CH:15]=[CH:16][C:17]=1[C:18]([O:20]C(C)(C)C)=[O:19])=O)C1C=CC=CC=1.[OH:29][C:30]1[CH:31]=[C:32]([NH:46][C:47](OC2C=CC=CC=2)=[O:48])[C:33](=[CH:44][CH:45]=1)[C:34](OCC1C=CC=CC=1)=[O:35]. No catalyst specified. The product is [OH:29][C:30]1[CH:31]=[C:32]2[C:33]([C:34](=[O:35])[N:28]([S:25]([C:14]3[CH:13]=[C:12]([NH2:11])[C:17](=[CH:16][CH:15]=3)[C:18]([OH:20])=[O:19])(=[O:26])=[O:27])[C:47](=[O:48])[NH:46]2)=[CH:44][CH:45]=1. The yield is 0.0400.